From a dataset of Full USPTO retrosynthesis dataset with 1.9M reactions from patents (1976-2016). Predict the reactants needed to synthesize the given product. (1) Given the product [O:36]1[C:12]([C:17]2[N:9]=[C:7]([N:5]3[CH2:6][C@@H:1]4[CH2:23][C@H:4]3[CH2:3][O:2]4)[CH:14]=[C:15]([C:18]([F:19])([F:20])[F:21])[CH:16]=2)=[CH:13][N:34]=[CH:35]1, predict the reactants needed to synthesize it. The reactants are: [CH:1]12[CH2:23][CH:4]([N:5]([C:7]([N:9]3[C:17]4[C:12](=[C:13](Br)[CH:14]=[C:15]([C:18]([F:21])([F:20])[F:19])[CH:16]=4)CC3)=O)[CH2:6]1)[CH2:3][O:2]2.CC1(C)C(C)(C)OB(C2[O:36][C:35]([Si](C(C)C)(C(C)C)C(C)C)=[N:34]C=2)O1.C(=O)([O-])[O-].[K+].[K+].COCCOC. (2) The reactants are: C([O:3][C:4](=[O:35])[CH2:5][CH2:6][C:7](=[O:34])[N:8]1[C:16]2[C:11](=[CH:12][C:13]([O:17][CH2:18][C:19]3[S:20][C:21]([C:30]([F:33])([F:32])[F:31])=[C:22]([C:24]4[CH:29]=[CH:28][CH:27]=[CH:26][CH:25]=4)[CH:23]=3)=[CH:14][CH:15]=2)[CH2:10][CH2:9]1)C.CO.C1COCC1.[OH-].[Na+].Cl. Given the product [O:34]=[C:7]([N:8]1[C:16]2[C:11](=[CH:12][C:13]([O:17][CH2:18][C:19]3[S:20][C:21]([C:30]([F:33])([F:32])[F:31])=[C:22]([C:24]4[CH:25]=[CH:26][CH:27]=[CH:28][CH:29]=4)[CH:23]=3)=[CH:14][CH:15]=2)[CH2:10][CH2:9]1)[CH2:6][CH2:5][C:4]([OH:35])=[O:3], predict the reactants needed to synthesize it.